This data is from Reaction yield outcomes from USPTO patents with 853,638 reactions. The task is: Predict the reaction yield, written as a fraction of the theoretical maximum amount of product (1.0 means a 100% yield; for example, 0.34 means a 34% yield). (1) The reactants are [CH:1]1([O:6][C:7]2[CH:12]=[C:11]([N+:13]([O-])=O)[CH:10]=[CH:9][C:8]=2[O:16][CH3:17])[CH2:5][CH2:4][CH2:3][CH2:2]1. The catalyst is C(O)C.[Pd]. The product is [CH:1]1([O:6][C:7]2[CH:12]=[C:11]([CH:10]=[CH:9][C:8]=2[O:16][CH3:17])[NH2:13])[CH2:2][CH2:3][CH2:4][CH2:5]1. The yield is 0.950. (2) The reactants are C[O:2][C:3]([C:5]1[CH:10]=[C:9]([CH3:11])[C:8]([Br:12])=[CH:7][N:6]=1)=O.[CH3:13][NH2:14]. The catalyst is [Al](C)(C)C. The product is [CH3:13][NH:14][C:3]([C:5]1[CH:10]=[C:9]([CH3:11])[C:8]([Br:12])=[CH:7][N:6]=1)=[O:2]. The yield is 0.650. (3) The reactants are F[C:2]1[CH:7]=[CH:6][C:5]([C:8](=[O:10])[CH3:9])=[CH:4][C:3]=1[N+:11]([O-:13])=[O:12].[CH2:14]([NH:18][CH2:19][CH:20]([CH3:22])[CH3:21])[CH:15]([CH3:17])[CH3:16].C(=O)([O-])[O-].[Cs+].[Cs+]. The catalyst is CN(C=O)C.CCOC(C)=O.O. The product is [CH2:14]([N:18]([CH2:19][CH:20]([CH3:22])[CH3:21])[C:2]1[CH:7]=[CH:6][C:5]([C:8](=[O:10])[CH3:9])=[CH:4][C:3]=1[N+:11]([O-:13])=[O:12])[CH:15]([CH3:17])[CH3:16]. The yield is 0.707. (4) The reactants are [CH3:1][O:2][C:3](/[CH:5]=[CH:6]/[C:7]([OH:9])=[O:8])=[O:4].Cl.CN(C)CCCN=C=NCC.[CH2:22]([N:24]([CH2:30][CH3:31])[C:25](=[O:29])[C@@H:26](O)[CH3:27])[CH3:23]. The catalyst is ClCCl.CN(C1C=CN=CC=1)C. The product is [C:7]([O:9][C@H:26]([C:25](=[O:29])[N:24]([CH2:30][CH3:31])[CH2:22][CH3:23])[CH3:27])(=[O:8])/[CH:6]=[CH:5]/[C:3]([O:2][CH3:1])=[O:4]. The yield is 0.180. (5) The reactants are [F:1][C:2]1[CH:48]=[CH:47][C:5]([CH2:6][CH2:7][C:8]2[CH:30]=[C:29]([CH:31]([O:39][CH2:40][CH2:41][N:42]3[CH:46]=[CH:45][N:44]=[CH:43]3)[C:32]3[CH:37]=[CH:36][C:35]([F:38])=[CH:34][CH:33]=3)[CH:28]=[CH:27][C:9]=2[C:10]([NH:12][C@@H:13]([CH2:21][CH2:22][S:23]([CH3:26])(=[O:25])=[O:24])[C:14]([O:16]C(C)(C)C)=[O:15])=[O:11])=[CH:4][CH:3]=1.C(O)(C(F)(F)F)=O. The catalyst is ClCCl. The product is [F:1][C:2]1[CH:3]=[CH:4][C:5]([CH2:6][CH2:7][C:8]2[CH:30]=[C:29]([CH:31]([O:39][CH2:40][CH2:41][N:42]3[CH:46]=[CH:45][N:44]=[CH:43]3)[C:32]3[CH:37]=[CH:36][C:35]([F:38])=[CH:34][CH:33]=3)[CH:28]=[CH:27][C:9]=2[C:10]([NH:12][C@@H:13]([CH2:21][CH2:22][S:23]([CH3:26])(=[O:24])=[O:25])[C:14]([OH:16])=[O:15])=[O:11])=[CH:47][CH:48]=1. The yield is 0.450. (6) The reactants are [Cl:1][C:2]1[CH:3]=[CH:4][C:5]([OH:10])=[C:6]([CH:9]=1)[CH:7]=[O:8].[CH3:11][O:12][C:13]1[CH:20]=[CH:19][C:16]([CH2:17]Cl)=[CH:15][CH:14]=1.C(=O)([O-])[O-].[K+].[K+]. The catalyst is CN(C=O)C.CCOC(C)=O. The product is [Cl:1][C:2]1[CH:3]=[CH:4][C:5]([O:10][CH2:17][C:16]2[CH:19]=[CH:20][C:13]([O:12][CH3:11])=[CH:14][CH:15]=2)=[C:6]([CH:9]=1)[CH:7]=[O:8]. The yield is 1.00. (7) The reactants are [OH:1][CH2:2][C:3]1([CH2:7][O:8][C@H:9]2[CH2:14][CH2:13][C@H:12]([N:15]3[C:20](=[O:21])[C:19]([CH2:22][C:23]4[CH:28]=[CH:27][C:26]([C:29]5[C:30]([C:35]#[N:36])=[CH:31][CH:32]=[CH:33][CH:34]=5)=[CH:25][CH:24]=4)=[C:18]([CH2:37][CH2:38][CH3:39])[N:17]4[N:40]=[CH:41][N:42]=[C:16]34)[CH2:11][CH2:10]2)[CH2:6][CH2:5][CH2:4]1.N1C(C)=CC=CC=1C.O1CCCC1.FC(F)(F)S(O[Si:62]([C:65]([CH3:68])([CH3:67])[CH3:66])([CH3:64])[CH3:63])(=O)=O. The catalyst is C(OCC)(=O)C. The product is [Si:62]([O:1][CH2:2][C:3]1([CH2:7][O:8][C@H:9]2[CH2:14][CH2:13][C@H:12]([N:15]3[C:20](=[O:21])[C:19]([CH2:22][C:23]4[CH:24]=[CH:25][C:26]([C:29]5[C:30]([C:35]#[N:36])=[CH:31][CH:32]=[CH:33][CH:34]=5)=[CH:27][CH:28]=4)=[C:18]([CH2:37][CH2:38][CH3:39])[N:17]4[N:40]=[CH:41][N:42]=[C:16]34)[CH2:11][CH2:10]2)[CH2:4][CH2:5][CH2:6]1)([C:65]([CH3:68])([CH3:67])[CH3:66])([CH3:64])[CH3:63]. The yield is 0.860.